The task is: Predict the reactants needed to synthesize the given product.. This data is from Full USPTO retrosynthesis dataset with 1.9M reactions from patents (1976-2016). Given the product [CH3:1][C:2]1[C:3]([C:18]2[CH:23]=[CH:22][CH:21]=[C:20]([C:24]([F:27])([F:26])[F:25])[CH:19]=2)=[N:4][C:5]2[C:10]([C:11]=1[C:12]([O:14][CH3:15])=[O:13])=[CH:9][C:8]([S:44]([CH3:29])(=[O:48])=[O:45])=[CH:7][CH:6]=2, predict the reactants needed to synthesize it. The reactants are: [CH3:1][C:2]1[C:3]([C:18]2[CH:23]=[CH:22][CH:21]=[C:20]([C:24]([F:27])([F:26])[F:25])[CH:19]=2)=[N:4][C:5]2[C:10]([C:11]=1[C:12]([O:14][CH3:15])=[O:13])=[CH:9][C:8](SC)=[CH:7][CH:6]=2.Cl[C:29]1C=C(C=CC=1)C(OO)=O.C(=O)(O)[O-].[Na+].[S:44]([O-:48])([O-])(=O)=[O:45].[Na+].[Na+].